This data is from Forward reaction prediction with 1.9M reactions from USPTO patents (1976-2016). The task is: Predict the product of the given reaction. (1) The product is: [OH:21][C@@H:22]([C:26]1[CH:27]=[N:28][CH:29]=[CH:30][CH:31]=1)[C:23]([N:7]([C:4]1[CH:3]=[CH:2][C:1]([CH3:20])=[CH:6][CH:5]=1)[CH2:8][CH2:9][C:10]1[CH:11]=[N:12][C:13]([C:16]([F:19])([F:17])[F:18])=[CH:14][CH:15]=1)=[O:24]. Given the reactants [C:1]1([CH3:20])[CH:6]=[CH:5][C:4]([NH:7][CH2:8][CH2:9][C:10]2[CH:11]=[N:12][C:13]([C:16]([F:19])([F:18])[F:17])=[CH:14][CH:15]=2)=[CH:3][CH:2]=1.[O:21]=[C:22]([C:26]1[CH:27]=[N:28][CH:29]=[CH:30][CH:31]=1)[C:23](O)=[O:24], predict the reaction product. (2) Given the reactants [F:1][CH:2]1[CH2:7][CH2:6][N:5]([C:8]2[CH:13]=[CH:12][N:11]=[CH:10][C:9]=2[N+:14]([O-])=O)[CH2:4][CH:3]1[N:17]1[C:25](=[O:26])[C:24]2[C:19](=[CH:20][CH:21]=[CH:22][CH:23]=2)[C:18]1=[O:27], predict the reaction product. The product is: [NH2:14][C:9]1[CH:10]=[N:11][CH:12]=[CH:13][C:8]=1[N:5]1[CH2:6][CH2:7][CH:2]([F:1])[CH:3]([N:17]2[C:18](=[O:27])[C:19]3[C:24](=[CH:23][CH:22]=[CH:21][CH:20]=3)[C:25]2=[O:26])[CH2:4]1.